Dataset: Reaction yield outcomes from USPTO patents with 853,638 reactions. Task: Predict the reaction yield, written as a fraction of the theoretical maximum amount of product (1.0 means a 100% yield; for example, 0.34 means a 34% yield). (1) The reactants are C([O:3][C:4](=[O:20])[CH2:5][N:6]([C:8](=[O:19])[CH2:9][N:10]([C:12]([O:14][C:15]([CH3:18])([CH3:17])[CH3:16])=[O:13])[CH3:11])[CH3:7])C.[Li+].[OH-]. The catalyst is O.C1COCC1. The product is [C:15]([O:14][C:12]([N:10]([CH3:11])[CH2:9][C:8]([N:6]([CH2:5][C:4]([OH:20])=[O:3])[CH3:7])=[O:19])=[O:13])([CH3:18])([CH3:17])[CH3:16]. The yield is 0.900. (2) The reactants are [NH:1]1[CH2:6][CH2:5][C:4](=[CH:7][C:8]2[CH:9]=[C:10]([C:14]3[CH:19]=[CH:18][CH:17]=[CH:16][N:15]=3)[CH:11]=[CH:12][CH:13]=2)[CH2:3][CH2:2]1.Br[CH2:21][CH2:22][O:23][C:24]1[CH:33]=[CH:32][CH:31]=[C:30]2[C:25]=1[CH:26]=[CH:27][C:28]([CH3:34])=[N:29]2. No catalyst specified. The product is [CH3:34][C:28]1[CH:27]=[CH:26][C:25]2[C:30](=[CH:31][CH:32]=[CH:33][C:24]=2[O:23][CH2:22][CH2:21][N:1]2[CH2:6][CH2:5][C:4](=[CH:7][C:8]3[CH:13]=[CH:12][CH:11]=[C:10]([C:14]4[CH:19]=[CH:18][CH:17]=[CH:16][N:15]=4)[CH:9]=3)[CH2:3][CH2:2]2)[N:29]=1. The yield is 0.340. (3) The reactants are [Cl:1][C:2]1[CH:7]=[C:6]([Cl:8])[CH:5]=[CH:4][C:3]=1[C:9]1[N:10]=[C:11](/[CH:18]=[CH:19]/[C:20]2[CH:25]=[CH:24][C:23]([C:26]3[CH:31]=[CH:30][C:29]([O:32][CH3:33])=[CH:28][CH:27]=3)=[CH:22][CH:21]=2)[N:12]([CH2:14][C:15]([OH:17])=O)[CH:13]=1.[CH2:34]([NH2:36])[CH3:35].C1(O)C=CC=CC=1.BrC[CH2:46][CH2:47][C:48]([O:50]C)=[O:49]. No catalyst specified. The product is [Cl:1][C:2]1[CH:7]=[C:6]([Cl:8])[CH:5]=[CH:4][C:3]=1[C:9]1[N:10]=[C:11](/[CH:18]=[CH:19]/[C:20]2[CH:25]=[CH:24][C:23]([C:26]3[CH:31]=[CH:30][C:29]([O:32][CH2:33][CH2:46][CH2:47][C:48]([OH:50])=[O:49])=[CH:28][CH:27]=3)=[CH:22][CH:21]=2)[N:12]([CH2:14][C:15](=[O:17])[NH:36][CH2:34][CH3:35])[CH:13]=1. The yield is 0.260. (4) The reactants are Br[C:2]1[CH:7]=[CH:6][C:5]([O:8][CH3:9])=[C:4]([O:10][CH2:11][CH:12]2[CH2:14][CH2:13]2)[C:3]=1[O:15][CH2:16][O:17][CH3:18].C(=O)([O-])[O-].[Cs+].[Cs+].O.CC1(C)C(C)(C)OB([C:34]2[CH:42]=[CH:41][CH:40]=[C:39]3[C:35]=2[CH2:36][CH2:37][C:38]3=[O:43])O1. The catalyst is CN(C)C=O. The product is [CH:12]1([CH2:11][O:10][C:4]2[C:3]([O:15][CH2:16][O:17][CH3:18])=[C:2]([C:34]3[CH:42]=[CH:41][CH:40]=[C:39]4[C:35]=3[CH2:36][CH2:37][C:38]4=[O:43])[CH:7]=[CH:6][C:5]=2[O:8][CH3:9])[CH2:14][CH2:13]1. The yield is 0.510. (5) The catalyst is CN(C=O)C.C1C=CC([P]([Pd]([P](C2C=CC=CC=2)(C2C=CC=CC=2)C2C=CC=CC=2)([P](C2C=CC=CC=2)(C2C=CC=CC=2)C2C=CC=CC=2)[P](C2C=CC=CC=2)(C2C=CC=CC=2)C2C=CC=CC=2)(C2C=CC=CC=2)C2C=CC=CC=2)=CC=1.CCOC(C)=O. The product is [NH:20]1[CH:19]=[C:18]([C:2]2[CH:9]=[CH:8][CH:7]=[CH:6][C:3]=2[CH:4]=[O:5])[CH:22]=[N:21]1. The reactants are Br[C:2]1[CH:9]=[CH:8][CH:7]=[CH:6][C:3]=1[CH:4]=[O:5].CC1(C)C(C)(C)OB([C:18]2[CH:19]=[N:20][NH:21][CH:22]=2)O1.C([O-])([O-])=O.[Na+].[Na+].O. The yield is 0.390.